From a dataset of Full USPTO retrosynthesis dataset with 1.9M reactions from patents (1976-2016). Predict the reactants needed to synthesize the given product. (1) Given the product [NH2:10][O:11][S:12]([C:15]1[C:20]([CH3:21])=[CH:19][C:18]([CH3:22])=[CH:17][C:16]=1[CH3:23])(=[O:13])=[O:14].[CH3:21][C:20]1[CH:19]=[C:18]([CH3:22])[CH:17]=[C:16]([CH3:23])[C:15]=1[S:12]([O-:14])(=[O:13])=[O:11].[NH2:10][N+:4]1[CH:5]=[C:6]([O:8][CH3:9])[CH:7]=[C:2]([Br:1])[CH:3]=1, predict the reactants needed to synthesize it. The reactants are: [Br:1][C:2]1[CH:3]=[N:4][CH:5]=[C:6]([O:8][CH3:9])[CH:7]=1.[NH2:10][O:11][S:12]([C:15]1[C:20]([CH3:21])=[CH:19][C:18]([CH3:22])=[CH:17][C:16]=1[CH3:23])(=[O:14])=[O:13].CCOCC. (2) Given the product [F:17][C:18]1[CH:19]=[C:20]([CH:25]([O:26][C:10](=[O:11])[O:9][C@@H:3]2[CH:4]3[CH2:5][CH2:6][N:1]([CH2:8][CH2:7]3)[CH2:2]2)[C:27]2[CH:32]=[CH:31][CH:30]=[CH:29][CH:28]=2)[CH:21]=[CH:22][C:23]=1[F:24], predict the reactants needed to synthesize it. The reactants are: [N:1]12[CH2:8][CH2:7][CH:4]([CH2:5][CH2:6]1)[C@@H:3]([O:9][C:10](N1C=CN=C1)=[O:11])[CH2:2]2.[F:17][C:18]1[CH:19]=[C:20]([CH:25]([C:27]2[CH:32]=[CH:31][CH:30]=[CH:29][CH:28]=2)[OH:26])[CH:21]=[CH:22][C:23]=1[F:24].